This data is from Reaction yield outcomes from USPTO patents with 853,638 reactions. The task is: Predict the reaction yield, written as a fraction of the theoretical maximum amount of product (1.0 means a 100% yield; for example, 0.34 means a 34% yield). (1) The reactants are [N+:1]([C:4]1[CH:12]=[CH:11][CH:10]=[C:6]([C:7]([OH:9])=[O:8])[C:5]=1[C:13]([OH:15])=[O:14])([O-])=O.[H][H]. The catalyst is [Pd].C(O)C. The product is [NH2:1][C:4]1[CH:12]=[CH:11][CH:10]=[C:6]([C:7]([OH:9])=[O:8])[C:5]=1[C:13]([OH:15])=[O:14]. The yield is 0.840. (2) The reactants are [CH3:1][N:2]1[CH2:6][CH2:5][CH2:4][C@H:3]1[CH2:7][O:8][C:9]1[CH:21]=[CH:20][C:12]([C:13]([O:15][C:16]([CH3:19])([CH3:18])[CH3:17])=[O:14])=[C:11]([NH:22][CH:23]2[CH2:28][CH2:27][O:26][CH2:25][CH2:24]2)[CH:10]=1.[C:29](O[C:29]([C:31]([F:34])([F:33])[F:32])=[O:30])([C:31]([F:34])([F:33])[F:32])=[O:30]. The catalyst is C(Cl)Cl. The product is [CH3:1][N:2]1[CH2:6][CH2:5][CH2:4][C@H:3]1[CH2:7][O:8][C:9]1[CH:21]=[CH:20][C:12]([C:13]([O:15][C:16]([CH3:19])([CH3:17])[CH3:18])=[O:14])=[C:11]([N:22]([CH:23]2[CH2:28][CH2:27][O:26][CH2:25][CH2:24]2)[C:29](=[O:30])[C:31]([F:34])([F:33])[F:32])[CH:10]=1. The yield is 0.870. (3) The reactants are C(OC([N:8]1[CH2:12][CH:11]([F:13])[CH2:10][C@:9]1([C:17](=[O:26])[C:18]1[CH:23]=[CH:22][C:21]([Cl:24])=[C:20]([Cl:25])[CH:19]=1)[CH2:14][CH2:15][CH3:16])=O)(C)(C)C. The catalyst is Cl. The product is [Cl:25][C:20]1[CH:19]=[C:18]([C:17]([C@@:9]2([CH2:14][CH2:15][CH3:16])[CH2:10][C@H:11]([F:13])[CH2:12][NH:8]2)=[O:26])[CH:23]=[CH:22][C:21]=1[Cl:24]. The yield is 0.290. (4) The reactants are [NH2:1][C:2]1[CH:26]=[CH:25][C:5]([O:6][CH2:7][C:8]([O:10][CH2:11][CH2:12][O:13][C:14](=[O:24])[CH2:15][O:16][C:17]2[CH:22]=[CH:21][C:20]([NH2:23])=[CH:19][CH:18]=2)=[O:9])=[CH:4][CH:3]=1.Cl[C:28](Cl)([O:30]C(=O)OC(Cl)(Cl)Cl)Cl.[O:39]1CCOC[CH2:40]1. No catalyst specified. The product is [N:23]([C:20]1[CH:19]=[CH:18][C:17]([O:16][CH2:15][C:14]([O:13][CH2:12][CH2:11][O:10][C:8](=[O:9])[CH2:7][O:6][C:5]2[CH:25]=[CH:26][C:2]([N:1]=[C:40]=[O:39])=[CH:3][CH:4]=2)=[O:24])=[CH:22][CH:21]=1)=[C:28]=[O:30]. The yield is 0.442. (5) The reactants are [CH:1]1[C:13]2[CH2:12][C:11]3[C:6](=[CH:7][CH:8]=[CH:9][CH:10]=3)[C:5]=2[CH:4]=[CH:3][CH:2]=1.[Li][CH2:15][CH2:16]CC.ICC. No catalyst specified. The product is [CH2:15]([CH:12]1[C:11]2[CH:10]=[CH:9][CH:8]=[CH:7][C:6]=2[C:5]2[C:13]1=[CH:1][CH:2]=[CH:3][CH:4]=2)[CH3:16]. The yield is 0.970. (6) The reactants are [Cl:1][C:2]1[C:3]([F:19])=[C:4]([C:8]2[C:12]([CH3:13])=[C:11]([C:14]([O:16]CC)=[O:15])[O:10][N:9]=2)[CH:5]=[CH:6][CH:7]=1.C(OCC)(=O)C#CC. The catalyst is C(#N)C. The product is [Cl:1][C:2]1[C:3]([F:19])=[C:4]([C:8]2[C:12]([CH3:13])=[C:11]([C:14]([OH:16])=[O:15])[O:10][N:9]=2)[CH:5]=[CH:6][CH:7]=1. The yield is 0.0200. (7) The reactants are Br[C:2]1[CH:7]=[C:6]([Br:8])[N:5]=[C:4]([CH3:9])[C:3]=1[OH:10].[Li]CCCC. The catalyst is C1COCC1. The product is [Br:8][C:6]1[N:5]=[C:4]([CH3:9])[C:3]([OH:10])=[CH:2][CH:7]=1. The yield is 0.950. (8) The reactants are [NH2:1][C:2]1[CH:7]=[C:6]([CH3:8])[N:5]([C:9]2[CH:14]=[CH:13][CH:12]=[CH:11][CH:10]=2)[C:4](=[O:15])[N:3]=1.Cl[CH2:17][CH:18]=O.O. The catalyst is CCO. The product is [CH3:8][C:6]1[N:5]([C:9]2[CH:10]=[CH:11][CH:12]=[CH:13][CH:14]=2)[C:4](=[O:15])[N:3]2[CH:17]=[CH:18][N:1]=[C:2]2[CH:7]=1. The yield is 0.770. (9) The reactants are C([N:8]1[C@@H:13]2[C@H:14]([S:16]([C:19]3[CH:24]=[CH:23][CH:22]=[CH:21][CH:20]=3)(=[O:18])=[O:17])[CH2:15][C@@:9]1([C:41]1[CH:46]=[CH:45][CH:44]=[CH:43][CH:42]=1)[C@@H:10]([O:25][CH2:26][C:27]1[CH:32]=[C:31]([C:33]([F:36])([F:35])[F:34])[CH:30]=[C:29]([C:37]([F:40])([F:39])[F:38])[CH:28]=1)[CH:11]=[CH:12]2)C1C=CC=CC=1. The catalyst is [Pd].C(O)C. The product is [F:36][C:33]([F:34])([F:35])[C:31]1[CH:32]=[C:27]([CH2:26][O:25][C@H:10]2[CH2:11][CH2:12][C@@H:13]3[NH:8][C@@:9]2([C:41]2[CH:46]=[CH:45][CH:44]=[CH:43][CH:42]=2)[CH2:15][C@H:14]3[S:16]([C:19]2[CH:20]=[CH:21][CH:22]=[CH:23][CH:24]=2)(=[O:18])=[O:17])[CH:28]=[C:29]([C:37]([F:40])([F:38])[F:39])[CH:30]=1. The yield is 0.740.